From a dataset of Tyrosyl-DNA phosphodiesterase HTS with 341,365 compounds. Binary Classification. Given a drug SMILES string, predict its activity (active/inactive) in a high-throughput screening assay against a specified biological target. (1) The drug is OC=1/C(=C\NNc2cc3c(cc2)cccc3)C=CC(=O)C1. The result is 0 (inactive). (2) The compound is O(c1cc(CN2CCCCC2)ccc1OC)CC. The result is 0 (inactive). (3) The drug is s1c(C2c3c(OC(N)=C2C#N)cc(n(c3=O)Cc2ncccc2)C)ccc1. The result is 0 (inactive). (4) The drug is Clc1c(NC(=O)CN(C(=O)c2cc([N+]([O-])=O)c(N3CCCCCC3)cc2)C)cccc1. The result is 0 (inactive). (5) The drug is s1c(nc(c1)C)CN(C(=O)C1CN(C(=O)CC1)Cc1c(OC)cccc1)C. The result is 0 (inactive).